Dataset: Reaction yield outcomes from USPTO patents with 853,638 reactions. Task: Predict the reaction yield, written as a fraction of the theoretical maximum amount of product (1.0 means a 100% yield; for example, 0.34 means a 34% yield). (1) The catalyst is C1(C)C=CC=CC=1. The yield is 0.660. The reactants are [Br:1][C:2]1[CH:3]=[C:4]([C:8](=O)[CH2:9][CH2:10][C:11](=O)[CH3:12])[CH:5]=[CH:6][CH:7]=1.COC1C=CC(P2(SP(C3C=CC(OC)=CC=3)(=S)S2)=[S:24])=CC=1. The product is [Br:1][C:2]1[CH:3]=[C:4]([C:8]2[S:24][C:11]([CH3:12])=[CH:10][CH:9]=2)[CH:5]=[CH:6][CH:7]=1. (2) The reactants are Cl[C:2]1[N:6]([CH3:7])[C:5]2[C:8]([C:12]3[CH:17]=[CH:16][CH:15]=[CH:14][C:13]=3[CH2:18][CH3:19])=[CH:9][CH:10]=[CH:11][C:4]=2[N:3]=1.[Br:20][C:21]1[CH:27]=[C:26]([CH3:28])[C:24]([NH2:25])=[C:23]([O:29][CH3:30])[CH:22]=1.C(=O)([O-])O.[Na+]. The catalyst is C(OCC)(=O)C. The product is [Br:20][C:21]1[CH:27]=[C:26]([CH3:28])[C:24]([NH:25][C:2]2[N:6]([CH3:7])[C:5]3[C:8]([C:12]4[CH:17]=[CH:16][CH:15]=[CH:14][C:13]=4[CH2:18][CH3:19])=[CH:9][CH:10]=[CH:11][C:4]=3[N:3]=2)=[C:23]([O:29][CH3:30])[CH:22]=1. The yield is 0.540.